This data is from NCI-60 drug combinations with 297,098 pairs across 59 cell lines. The task is: Regression. Given two drug SMILES strings and cell line genomic features, predict the synergy score measuring deviation from expected non-interaction effect. (1) Drug 1: CN1C(=O)N2C=NC(=C2N=N1)C(=O)N. Synergy scores: CSS=64.0, Synergy_ZIP=4.64, Synergy_Bliss=-0.447, Synergy_Loewe=-22.2, Synergy_HSA=-4.03. Cell line: RPMI-8226. Drug 2: C#CCC(CC1=CN=C2C(=N1)C(=NC(=N2)N)N)C3=CC=C(C=C3)C(=O)NC(CCC(=O)O)C(=O)O. (2) Drug 1: C1CCC(CC1)NC(=O)N(CCCl)N=O. Drug 2: CC1CCCC2(C(O2)CC(NC(=O)CC(C(C(=O)C(C1O)C)(C)C)O)C(=CC3=CSC(=N3)C)C)C. Cell line: 786-0. Synergy scores: CSS=6.45, Synergy_ZIP=-9.20, Synergy_Bliss=-5.88, Synergy_Loewe=-6.43, Synergy_HSA=-6.22. (3) Drug 1: CCC1=C2CN3C(=CC4=C(C3=O)COC(=O)C4(CC)O)C2=NC5=C1C=C(C=C5)O. Drug 2: C(CN)CNCCSP(=O)(O)O. Cell line: HCC-2998. Synergy scores: CSS=37.8, Synergy_ZIP=3.94, Synergy_Bliss=2.99, Synergy_Loewe=-75.0, Synergy_HSA=2.09. (4) Drug 1: CCCS(=O)(=O)NC1=C(C(=C(C=C1)F)C(=O)C2=CNC3=C2C=C(C=N3)C4=CC=C(C=C4)Cl)F. Drug 2: CC(CN1CC(=O)NC(=O)C1)N2CC(=O)NC(=O)C2. Cell line: T-47D. Synergy scores: CSS=10.2, Synergy_ZIP=-1.84, Synergy_Bliss=4.02, Synergy_Loewe=2.92, Synergy_HSA=2.95.